Dataset: Forward reaction prediction with 1.9M reactions from USPTO patents (1976-2016). Task: Predict the product of the given reaction. (1) Given the reactants [Br:1][C:2]1[CH:9]=[C:6]([CH:7]=[O:8])[C:5]([OH:10])=[CH:4][CH:3]=1.[H-].[Na+].FC(F)(F)S(O[CH2:19][C:20]([F:23])([F:22])[F:21])(=O)=O, predict the reaction product. The product is: [Br:1][C:2]1[CH:3]=[CH:4][C:5]([O:10][CH2:19][C:20]([F:23])([F:22])[F:21])=[C:6]([CH:9]=1)[CH:7]=[O:8]. (2) Given the reactants Br[C:2]1[CH:3]=[CH:4][C:5]([C@@H:8]([NH:10][C:11](=[O:17])[O:12][C:13]([CH3:16])([CH3:15])[CH3:14])[CH3:9])=[N:6][CH:7]=1.[F:18][C:19]1[CH:24]=[CH:23][C:22](B(O)O)=[CH:21][C:20]=1[CH3:28].C(=O)(O)[O-].[Na+].N#N, predict the reaction product. The product is: [F:18][C:19]1[CH:24]=[CH:23][C:22]([C:2]2[CH:3]=[CH:4][C:5]([C@@H:8]([NH:10][C:11](=[O:17])[O:12][C:13]([CH3:16])([CH3:15])[CH3:14])[CH3:9])=[N:6][CH:7]=2)=[CH:21][C:20]=1[CH3:28].